Task: Regression. Given a peptide amino acid sequence and an MHC pseudo amino acid sequence, predict their binding affinity value. This is MHC class I binding data.. Dataset: Peptide-MHC class I binding affinity with 185,985 pairs from IEDB/IMGT (1) The peptide sequence is KEIAETQHG. The MHC is HLA-B44:02 with pseudo-sequence HLA-B44:02. The binding affinity (normalized) is 0.618. (2) The peptide sequence is LPAEVRAAF. The MHC is HLA-A02:03 with pseudo-sequence HLA-A02:03. The binding affinity (normalized) is 0.0847. (3) The peptide sequence is IFRLMRTNF. The MHC is HLA-A02:06 with pseudo-sequence HLA-A02:06. The binding affinity (normalized) is 0.0908. (4) The peptide sequence is SMKSVQNNTV. The MHC is HLA-A01:01 with pseudo-sequence HLA-A01:01. The binding affinity (normalized) is 0. (5) The binding affinity (normalized) is 0.0895. The MHC is HLA-A68:01 with pseudo-sequence HLA-A68:01. The peptide sequence is IVQLPKRGVR. (6) The peptide sequence is AVFDSFVER. The MHC is HLA-A03:01 with pseudo-sequence HLA-A03:01. The binding affinity (normalized) is 0.361. (7) The peptide sequence is AFLIGANYL. The MHC is HLA-A30:02 with pseudo-sequence HLA-A30:02. The binding affinity (normalized) is 0.